Predict the reactants needed to synthesize the given product. From a dataset of Full USPTO retrosynthesis dataset with 1.9M reactions from patents (1976-2016). (1) Given the product [C:37]([O:41][C:42]([N:44]1[CH:48]=[CH:47][CH:46]=[C:45]1[C:19]1[C:20]2[CH2:29][CH2:28][N:27]([C:30]([O:32][C:33]([CH3:36])([CH3:35])[CH3:34])=[O:31])[CH2:26][C:21]=2[N:22]=[CH:23][N:24]=1)=[O:43])([CH3:40])([CH3:38])[CH3:39], predict the reactants needed to synthesize it. The reactants are: CC1N=C(C2C=CC=CC=2)C2CCNCC=2N=1.Cl[C:19]1[C:20]2[CH2:29][CH2:28][N:27]([C:30]([O:32][C:33]([CH3:36])([CH3:35])[CH3:34])=[O:31])[CH2:26][C:21]=2[N:22]=[C:23](C)[N:24]=1.[C:37]([O:41][C:42]([N:44]1[CH:48]=[CH:47][CH:46]=[C:45]1B(O)O)=[O:43])([CH3:40])([CH3:39])[CH3:38].C1(B(O)O)C=CC=CC=1. (2) The reactants are: C([N:8]1[CH2:14][CH2:13][C:12]2[CH:15]=[N:16][C:17]([NH:19][C:20]3[CH:25]=[CH:24][CH:23]=[CH:22][CH:21]=3)=[N:18][C:11]=2[CH2:10][CH2:9]1)C1C=CC=CC=1.[H][H]. Given the product [C:20]1([NH:19][C:17]2[N:16]=[CH:15][C:12]3[CH2:13][CH2:14][NH:8][CH2:9][CH2:10][C:11]=3[N:18]=2)[CH:21]=[CH:22][CH:23]=[CH:24][CH:25]=1, predict the reactants needed to synthesize it. (3) Given the product [F:1][C:2]([F:7])([F:6])[C:3]([OH:5])=[O:4].[F:8][C:9]([F:14])([F:13])[C:10]([OH:12])=[O:11].[Cl:22][C:23]1[CH:24]=[N:25][C:26]2[NH:27][C:28]3[CH:29]=[N:30][CH:31]=[C:32]([CH:53]=3)[CH2:33][CH2:34][C:35]3[CH:43]=[C:39]([NH:40][C:41]=1[N:42]=2)[CH:38]=[CH:37][C:36]=3[NH:44][C:45](=[O:52])[CH2:46][CH:47]1[CH2:51][CH2:50][N:49]([S:55]([CH3:54])(=[O:57])=[O:56])[CH2:48]1, predict the reactants needed to synthesize it. The reactants are: [F:1][C:2]([F:7])([F:6])[C:3]([OH:5])=[O:4].[F:8][C:9]([F:14])([F:13])[C:10]([OH:12])=[O:11].FC(F)(F)C(O)=O.[Cl:22][C:23]1[CH:24]=[N:25][C:26]2[NH:27][C:28]3[CH:29]=[N:30][CH:31]=[C:32]([CH:53]=3)[CH2:33][CH2:34][C:35]3[CH:43]=[C:39]([NH:40][C:41]=1[N:42]=2)[CH:38]=[CH:37][C:36]=3[NH:44][C:45](=[O:52])[CH2:46][CH:47]1[CH2:51][CH2:50][NH:49][CH2:48]1.[CH3:54][S:55](Cl)(=[O:57])=[O:56].